From a dataset of Catalyst prediction with 721,799 reactions and 888 catalyst types from USPTO. Predict which catalyst facilitates the given reaction. (1) Reactant: [C:1]1([CH:7]([C:34]2[CH:39]=[CH:38][CH:37]=[CH:36][CH:35]=2)[N:8]2[CH:13]=[CH:12][CH:11]=[C:10]([C:14]([NH:16][C@@H:17]([CH2:25][CH2:26][CH2:27][NH:28][S:29]([CH3:32])(=[O:31])=[O:30])[C:18]([O:20]C(C)(C)C)=[O:19])=[O:15])[C:9]2=[O:33])[CH:6]=[CH:5][CH:4]=[CH:3][CH:2]=1.C(O)(C(F)(F)F)=O.C([SiH](CC)CC)C.[OH-].[Na+]. Product: [CH:7]([N:8]1[CH:13]=[CH:12][CH:11]=[C:10]([C:14]([NH:16][C@@H:17]([CH2:25][CH2:26][CH2:27][NH:28][S:29]([CH3:32])(=[O:30])=[O:31])[C:18]([OH:20])=[O:19])=[O:15])[C:9]1=[O:33])([C:34]1[CH:39]=[CH:38][CH:37]=[CH:36][CH:35]=1)[C:1]1[CH:2]=[CH:3][CH:4]=[CH:5][CH:6]=1. The catalyst class is: 6. (2) Reactant: [CH3:1][N:2]1[C:6]2[S:7][CH:8]=[CH:9][C:5]=2[C:4]([CH3:10])=[N:3]1.C([Li])CCC.[CH2:16]([Sn:20]([CH2:26][CH2:27][CH2:28][CH3:29])([CH2:22][CH2:23][CH2:24][CH3:25])Cl)[CH2:17][CH2:18][CH3:19]. Product: [CH3:1][N:2]1[C:6]2[S:7][C:8]([Sn:20]([CH2:22][CH2:23][CH2:24][CH3:25])([CH2:26][CH2:27][CH2:28][CH3:29])[CH2:16][CH2:17][CH2:18][CH3:19])=[CH:9][C:5]=2[C:4]([CH3:10])=[N:3]1. The catalyst class is: 1. (3) Product: [NH2:1][CH2:2][CH2:3][C:4]1[CH:5]=[C:6]([NH:10][C:11]([NH:13][CH:14]2[CH2:15][CH2:20][CH2:19][CH2:18][CH2:17]2)=[O:12])[CH:7]=[CH:8][CH:9]=1. Reactant: [NH2:1][CH2:2][CH2:3][C:4]1[CH:5]=[C:6]([NH:10][C:11]([NH:13][CH2:14][C:15]2[CH:20]=[CH:19][C:18](F)=[CH:17]C=2)=[O:12])[CH:7]=[CH:8][CH:9]=1.C(#N)C.C(OC(C)C)(C)C. The catalyst class is: 28. (4) Reactant: [O:1]=[C:2]1[CH2:7][CH2:6][CH2:5][CH2:4][N:3]1[C:8]1[CH:13]=[CH:12][CH:11]=[CH:10][C:9]=1[CH2:14][CH2:15][N:16]1[CH2:21][CH2:20][CH2:19][CH:18]([C:22]2[CH:31]=[CH:30][CH:29]=[CH:28][C:23]=2[C:24]([O:26]C)=[O:25])[CH2:17]1.[OH-].[Na+]. The catalyst class is: 5. Product: [O:1]=[C:2]1[CH2:7][CH2:6][CH2:5][CH2:4][N:3]1[C:8]1[CH:13]=[CH:12][CH:11]=[CH:10][C:9]=1[CH2:14][CH2:15][N:16]1[CH2:21][CH2:20][CH2:19][CH:18]([C:22]2[CH:31]=[CH:30][CH:29]=[CH:28][C:23]=2[C:24]([OH:26])=[O:25])[CH2:17]1. (5) Reactant: Cl[S:2]([CH2:5][C@H:6]1[O:12][CH2:11][CH2:10][N:9]([C:13]([O:15][C:16]([CH3:19])([CH3:18])[CH3:17])=[O:14])[CH2:8][C@H:7]1[C:20]1[CH:25]=[CH:24][C:23]([Cl:26])=[C:22]([Cl:27])[CH:21]=1)(=[O:4])=[O:3].C(N(CC)CC)C.[CH:35]([NH2:38])([CH3:37])[CH3:36].O. Product: [Cl:27][C:22]1[CH:21]=[C:20]([C@H:7]2[C@@H:6]([CH2:5][S:2](=[O:4])(=[O:3])[NH:38][CH:35]([CH3:37])[CH3:36])[O:12][CH2:11][CH2:10][N:9]([C:13]([O:15][C:16]([CH3:19])([CH3:18])[CH3:17])=[O:14])[CH2:8]2)[CH:25]=[CH:24][C:23]=1[Cl:26]. The catalyst class is: 13. (6) The catalyst class is: 64. Product: [Br:27][C:28]1[CH:34]=[CH:33][CH:32]=[CH:31][C:29]=1[NH:30][C:14]([CH:11]1[CH2:10][CH2:9][N:8]([C:6]([O:5][C:1]([CH3:2])([CH3:3])[CH3:4])=[O:7])[CH2:13][CH2:12]1)=[O:16]. Reactant: [C:1]([O:5][C:6]([N:8]1[CH2:13][CH2:12][CH:11]([C:14]([OH:16])=O)[CH2:10][CH2:9]1)=[O:7])([CH3:4])([CH3:3])[CH3:2].N1C=CC=CC=1.O=S(Cl)Cl.[Br:27][C:28]1[CH:34]=[CH:33][CH:32]=[CH:31][C:29]=1[NH2:30]. (7) Reactant: [Br:1][C:2]1[CH:7]=[CH:6][C:5]([Br:8])=[CH:4][C:3]=1[S:9]([NH:12][C@H:13]1[CH2:17][N:16]([C:18](OC(C)(C)C)=O)[C@@H:15]([CH2:25][O:26][CH2:27][CH3:28])[CH2:14]1)(=[O:11])=[O:10].O1CCOCC1.Cl.CC[N:38](C(C)C)C(C)C.BrC#N.C(O)C(N)(CO)CO. Product: [Br:1][C:2]1[CH:7]=[CH:6][C:5]([Br:8])=[CH:4][C:3]=1[S:9]([NH:12][C@@H:13]1[CH2:14][C@H:15]([CH2:25][O:26][CH2:27][CH3:28])[N:16]([C:18]#[N:38])[CH2:17]1)(=[O:11])=[O:10]. The catalyst class is: 2. (8) Reactant: [OH:1][CH2:2][C:3]1[CH:4]=[N:5][CH:6]=[CH:7][CH:8]=1.[CH2:9]1COCC1.[H-].[Na+].CI. Product: [CH3:9][O:1][CH2:2][C:3]1[CH:4]=[N:5][CH:6]=[CH:7][CH:8]=1. The catalyst class is: 6. (9) Reactant: C=O.F[C:4]1C=CC(COC2C=CN(CCC3C=CC(C4CCCN4C(OC(C)(C)C)=O)=CC=3)C(=O)C=2)=CC=1.[Cl:39][C:40]1[CH:41]=[CH:42][C:43]([CH2:46][O:47][C:48]2[CH:53]=[CH:52][N:51]([CH2:54][CH2:55][C:56]3[CH:61]=[CH:60][C:59]([CH:62]4[CH2:66][CH2:65][CH2:64][NH:63]4)=[CH:58][CH:57]=3)[C:50](=[O:67])[CH:49]=2)=[N:44][CH:45]=1. Product: [Cl:39][C:40]1[CH:41]=[CH:42][C:43]([CH2:46][O:47][C:48]2[CH:53]=[CH:52][N:51]([CH2:54][CH2:55][C:56]3[CH:61]=[CH:60][C:59]([CH:62]4[CH2:66][CH2:65][CH2:64][N:63]4[CH3:4])=[CH:58][CH:57]=3)[C:50](=[O:67])[CH:49]=2)=[N:44][CH:45]=1. The catalyst class is: 21. (10) Reactant: [CH2:1]([O:3][C:4]1[CH:9]=[C:8]([O:10][CH2:11][C:12]2[CH:17]=[CH:16][C:15]([O:18][CH3:19])=[CH:14][CH:13]=2)[N:7]=[CH:6][C:5]=1[C:20]1[CH:25]=[CH:24][C:23]([CH2:26][C:27](O)=[O:28])=[C:22]([F:30])[CH:21]=1)[CH3:2].[F:31][C:32]([F:43])([F:42])[C:33]([C:36]1[CH:40]=[C:39]([NH2:41])[O:38][N:37]=1)([CH3:35])[CH3:34].C(P1(=O)OP(CCC)(=O)OP(CCC)(=O)O1)CC.O. The catalyst class is: 17. Product: [CH2:1]([O:3][C:4]1[CH:9]=[C:8]([O:10][CH2:11][C:12]2[CH:13]=[CH:14][C:15]([O:18][CH3:19])=[CH:16][CH:17]=2)[N:7]=[CH:6][C:5]=1[C:20]1[CH:25]=[CH:24][C:23]([CH2:26][C:27]([NH:41][C:39]2[O:38][N:37]=[C:36]([C:33]([CH3:35])([CH3:34])[C:32]([F:31])([F:42])[F:43])[CH:40]=2)=[O:28])=[C:22]([F:30])[CH:21]=1)[CH3:2].